From a dataset of Forward reaction prediction with 1.9M reactions from USPTO patents (1976-2016). Predict the product of the given reaction. (1) Given the reactants [F:1][C:2]1[CH:7]=[CH:6][C:5]([C:8]2[CH:16]=[CH:15][CH:14]=[C:13]3[C:9]=2[CH2:10][C:11](=[O:17])[NH:12]3)=[CH:4][CH:3]=1.[CH2:18]([N:20]([CH2:36][CH3:37])[CH2:21][CH2:22][CH2:23][NH:24][C:25]([C:27]1[C:31]([CH3:32])=[C:30]([CH:33]=O)[NH:29][C:28]=1[CH3:35])=[O:26])[CH3:19], predict the reaction product. The product is: [CH2:36]([N:20]([CH2:18][CH3:19])[CH2:21][CH2:22][CH2:23][NH:24][C:25]([C:27]1[C:31]([CH3:32])=[C:30]([CH:33]=[C:10]2[C:9]3[C:13](=[CH:14][CH:15]=[CH:16][C:8]=3[C:5]3[CH:4]=[CH:3][C:2]([F:1])=[CH:7][CH:6]=3)[NH:12][C:11]2=[O:17])[NH:29][C:28]=1[CH3:35])=[O:26])[CH3:37]. (2) Given the reactants C([O:3][C:4]([C:6]1[CH:7]=[C:8]2[C:13](=[CH:14][CH:15]=1)[NH:12][CH:11]([C:16]1[CH:21]=[CH:20][CH:19]=[CH:18][CH:17]=1)[C:10]([CH3:23])([CH3:22])[CH2:9]2)=[O:5])C.[OH-].[Na+].Cl, predict the reaction product. The product is: [CH3:22][C:10]1([CH3:23])[CH2:9][C:8]2[C:13](=[CH:14][CH:15]=[C:6]([C:4]([OH:5])=[O:3])[CH:7]=2)[NH:12][CH:11]1[C:16]1[CH:21]=[CH:20][CH:19]=[CH:18][CH:17]=1. (3) Given the reactants [CH3:1][O:2][C:3]1[N:8]=[CH:7][C:6](B(O)O)=[CH:5][CH:4]=1.[NH2:12][C:13]1[CH:14]=[C:15]([CH:21]=[CH:22][CH:23]=1)[C:16]([O:18][CH2:19][CH3:20])=[O:17].O.O=[CH:26][C:27]([OH:29])=[O:28], predict the reaction product. The product is: [CH2:19]([O:18][C:16]([C:15]1[CH:14]=[C:13]([NH:12][CH:26]([C:6]2[CH:7]=[N:8][C:3]([O:2][CH3:1])=[CH:4][CH:5]=2)[C:27]([OH:29])=[O:28])[CH:23]=[CH:22][CH:21]=1)=[O:17])[CH3:20]. (4) Given the reactants Cl[C:2]1[CH:13]=[C:6]2[N:7]([CH3:12])[CH:8]([CH3:11])[CH2:9][CH2:10][N:5]2[C:4](=[O:14])[N:3]=1.[F:15][C:16]1[CH:17]=[C:18]([CH2:24][OH:25])[CH:19]=[C:20]([F:23])[C:21]=1[F:22], predict the reaction product. The product is: [CH3:12][N:7]1[CH:8]([CH3:11])[CH2:9][CH2:10][N:5]2[C:4](=[O:14])[N:3]=[C:2]([O:25][CH2:24][C:18]3[CH:19]=[C:20]([F:23])[C:21]([F:22])=[C:16]([F:15])[CH:17]=3)[CH:13]=[C:6]12. (5) The product is: [F:30][C:44]1[CH:43]=[CH:42][C:41]([NH:37][C:60](=[O:59])[CH2:61][C:64]([NH:1][C:2]2[CH:22]=[CH:21][C:5]([O:6][C:7]3[CH:12]=[CH:11][N:10]=[C:9]([NH:13][C:14]([N:16]4[CH2:20][CH2:19][CH2:18][CH2:17]4)=[O:15])[CH:8]=3)=[CH:4][CH:3]=2)=[O:65])=[CH:40][CH:45]=1. Given the reactants [NH2:1][C:2]1[CH:22]=[CH:21][C:5]([O:6][C:7]2[CH:12]=[CH:11][N:10]=[C:9]([NH:13][C:14]([N:16]3[CH2:20][CH2:19][CH2:18][CH2:17]3)=[O:15])[CH:8]=2)=[CH:4][CH:3]=1.C(N(CC)CC)C.[F:30][P-](F)(F)(F)(F)F.[N:37]1(O[P+](N(C)C)(N(C)C)N(C)C)[C:41]2[CH:42]=[CH:43][CH:44]=[CH:45][C:40]=2N=N1.C([O:59][CH2:60][CH3:61])C.CN(C)[CH:64]=[O:65], predict the reaction product. (6) Given the reactants C(=O)([O-])[O-].[Cs+].[Cs+].[Cl:7][C:8]1[CH:9]=[C:10](/[CH:14]=[CH:15]/B2OC(C)(C)C(C)(C)O2)[CH:11]=[CH:12][CH:13]=1.[C:25]([O:29][C:30]([N:32]1[CH2:37][CH2:36][C:35]2[N:38]([CH3:48])[C:39]([C:41]3[CH:46]=[CH:45][N:44]=[C:43](I)[N:42]=3)=[CH:40][C:34]=2[C:33]1=[O:49])=[O:31])([CH3:28])([CH3:27])[CH3:26], predict the reaction product. The product is: [C:25]([O:29][C:30]([N:32]1[CH2:37][CH2:36][C:35]2[N:38]([CH3:48])[C:39]([C:41]3[CH:46]=[CH:45][N:44]=[C:43](/[CH:15]=[CH:14]/[C:10]4[CH:11]=[CH:12][CH:13]=[C:8]([Cl:7])[CH:9]=4)[N:42]=3)=[CH:40][C:34]=2[C:33]1=[O:49])=[O:31])([CH3:28])([CH3:27])[CH3:26]. (7) Given the reactants S(Cl)(Cl)=O.[CH3:5][C@@:6]1([C@H:13]2[CH2:17][CH2:16][CH2:15][N:14]2[C:18](OC(C)(C)C)=O)[C:10](=[O:11])[NH:9][C:8](=[O:12])[NH:7]1.C([N:27]([CH2:30][CH3:31])[CH2:28][CH3:29])C.Cl.[C:33]1([S:39](Cl)(=[O:41])=[O:40])[CH:38]=[CH:37][CH:36]=[CH:35][CH:34]=1, predict the reaction product. The product is: [CH3:5][C@:6]1([C@H:13]2[CH2:17][CH2:16][CH2:15][CH2:18][N:14]2[S:39]([C:33]2[CH:38]=[CH:37][C:36]([O:11][CH2:10][C:6]3[C:29]4[C:28](=[CH:15][CH:16]=[CH:17][CH:13]=4)[N:27]=[C:30]([CH3:31])[CH:5]=3)=[CH:35][CH:34]=2)(=[O:41])=[O:40])[NH:7][C:8](=[O:12])[NH:9][C:10]1=[O:11].